From a dataset of Catalyst prediction with 721,799 reactions and 888 catalyst types from USPTO. Predict which catalyst facilitates the given reaction. Reactant: C([N:10]1[C:15]([NH2:16])=[N:14][C:13](=[O:17])[N:12]2[CH:18]=[CH:19][N:20]=[C:11]12)C=CC1C=CC=CC=1.C[Si](C)(C)N[Si](C)(C)C.C(O[CH:34]1[O:46][CH2:45][C@@H:40]([O:41]C(=O)C)[C@H:35]1[O:36]C(=O)C)(=O)C.FC(F)(F)S(O[Si](C)(C)C)(=O)=O.[Na]. Product: [NH2:16][C:15]1[N:10]=[C:11]2[N:20]([C@@H:45]3[O:46][CH2:34][C@@H:35]([OH:36])[C@H:40]3[OH:41])[CH:19]=[CH:18][N:12]2[C:13](=[O:17])[N:14]=1. The catalyst class is: 10.